From a dataset of Catalyst prediction with 721,799 reactions and 888 catalyst types from USPTO. Predict which catalyst facilitates the given reaction. (1) Reactant: [F:1][C:2]([C:5]1[CH:10]=[CH:9][C:8]([CH:11]2[CH2:16][NH:15][CH2:14][CH:13]([C:17]([O:19][CH3:20])=[O:18])[CH2:12]2)=[CH:7][CH:6]=1)([F:4])[CH3:3].C(N(CC)CC)C.Cl[C:29]([O:31][C:32]1[CH:37]=[CH:36][C:35]([N+:38]([O-:40])=[O:39])=[CH:34][CH:33]=1)=[O:30]. Product: [F:1][C:2]([C:5]1[CH:6]=[CH:7][C:8]([CH:11]2[CH2:16][N:15]([C:29]([O:31][C:32]3[CH:33]=[CH:34][C:35]([N+:38]([O-:40])=[O:39])=[CH:36][CH:37]=3)=[O:30])[CH2:14][CH:13]([C:17]([O:19][CH3:20])=[O:18])[CH2:12]2)=[CH:9][CH:10]=1)([F:4])[CH3:3]. The catalyst class is: 4. (2) Reactant: [F:1][CH:2]([CH2:7][C:8]1[CH:13]=[C:12]([Br:14])[C:11]([O:15][C:16]2[CH:21]=[CH:20][C:19]([N+:22]([O-])=O)=[CH:18][CH:17]=2)=[C:10]([Br:25])[CH:9]=1)[C:3]([O:5][CH3:6])=[O:4]. Product: [F:1][CH:2]([CH2:7][C:8]1[CH:9]=[C:10]([Br:25])[C:11]([O:15][C:16]2[CH:21]=[CH:20][C:19]([NH2:22])=[CH:18][CH:17]=2)=[C:12]([Br:14])[CH:13]=1)[C:3]([O:5][CH3:6])=[O:4]. The catalyst class is: 19. (3) Reactant: [CH3:1][C:2]1[N:12]=[CH:11][CH:10]=[CH:9][C:3]=1[C:4](OCC)=[O:5].[H-].C([Al+]CC(C)C)C(C)C. Product: [CH3:1][C:2]1[C:3]([CH2:4][OH:5])=[CH:9][CH:10]=[CH:11][N:12]=1. The catalyst class is: 4. (4) Reactant: [CH2:1]([Li])CCC.[Cl:6][C:7]1[CH:8]=[C:9]([CH:12]=[CH:13][C:14]=1[O:15][Si](C(C)(C)C)(C)C)[CH:10]=O. Product: [Cl:6][C:7]1[CH:8]=[C:9]([CH:10]=[CH2:1])[CH:12]=[CH:13][C:14]=1[OH:15]. The catalyst class is: 307. (5) Reactant: [CH:1]([N:4]1[C:8]2[CH:9]=[CH:10][CH:11]=[CH:12][C:7]=2[N:6]([C:13]([NH:15][CH2:16][CH:17]2[CH2:22][CH2:21][NH:20][CH2:19][CH2:18]2)=[O:14])[C:5]1=[O:23])([CH3:3])[CH3:2].[C:24]([O:28][C:29]([CH3:32])([CH3:31])[CH3:30])(=[O:27])[CH:25]=[CH2:26]. Product: [CH:1]([N:4]1[C:8]2[CH:9]=[CH:10][CH:11]=[CH:12][C:7]=2[N:6]([C:13]([NH:15][CH2:16][CH:17]2[CH2:18][CH2:19][N:20]([CH2:26][CH2:25][C:24]([O:28][C:29]([CH3:32])([CH3:31])[CH3:30])=[O:27])[CH2:21][CH2:22]2)=[O:14])[C:5]1=[O:23])([CH3:3])[CH3:2]. The catalyst class is: 554. (6) Reactant: [Br:1][C:2]1[CH:3]=[CH:4][C:5]([O:9][CH3:10])=[C:6]([OH:8])[CH:7]=1.[CH2:11](Br)[C:12]1[CH:17]=[CH:16][CH:15]=[CH:14][CH:13]=1.C([O-])([O-])=O.[K+].[K+]. Product: [CH2:11]([O:8][C:6]1[CH:7]=[C:2]([Br:1])[CH:3]=[CH:4][C:5]=1[O:9][CH3:10])[C:12]1[CH:17]=[CH:16][CH:15]=[CH:14][CH:13]=1. The catalyst class is: 10. (7) Reactant: [F:1][C:2]1[CH:7]=[CH:6][C:5](/[CH:8]=[CH:9]/[C:10]([OH:12])=[O:11])=[CH:4][CH:3]=1.[CH2:13]=[CH:14][CH:15]=[CH2:16].C1(C=CC(O)=CC=1)O. Product: [F:1][C:2]1[CH:3]=[CH:4][C:5]([C@@H:8]2[CH2:16][CH:15]=[CH:14][CH2:13][C@H:9]2[C:10]([OH:12])=[O:11])=[CH:6][CH:7]=1. The catalyst class is: 11.